This data is from Catalyst prediction with 721,799 reactions and 888 catalyst types from USPTO. The task is: Predict which catalyst facilitates the given reaction. (1) Reactant: Cl[C:2]1[C:7]2[N:8]=[CH:9][C:10]3[N:11]([CH2:12][N:13]([O:15][CH3:16])[CH:14]=3)[C:6]=2[N:5]([CH2:17][CH2:18][CH3:19])[CH2:4][C:3]=1[CH3:20].CN(C)C=O.[N-:26]=[N+:27]=[N-:28].[Na+]. Product: [N:26]([C:2]1[C:7]2[N:8]=[CH:9][C:10]3[N:11]([CH2:12][N:13]([O:15][CH3:16])[CH:14]=3)[C:6]=2[N:5]([CH2:17][CH2:18][CH3:19])[CH2:4][C:3]=1[CH3:20])=[N+:27]=[N-:28]. The catalyst class is: 11. (2) Reactant: [Cl:1][C:2]1[C:3]2[C:10]([CH:11]=[N:12]O)=[CH:9][NH:8][C:4]=2[N:5]=[CH:6][N:7]=1.S(Cl)(Cl)=O. Product: [Cl:1][C:2]1[C:3]2[C:10]([C:11]#[N:12])=[CH:9][NH:8][C:4]=2[N:5]=[CH:6][N:7]=1. The catalyst class is: 2. (3) Reactant: [OH:1][C:2]1[CH:3]=[C:4]2[C:8](=[CH:9][CH:10]=1)[C@H:7]([C@H:11]([CH3:16])[C:12]([O:14][CH3:15])=[O:13])[CH2:6][CH2:5]2.Br[C:18]([Br:21])([CH3:20])C.[C:22]([O-])([O-])=O.[Cs+].[Cs+]. Product: [Br:21][CH2:18][CH2:20][CH2:22][O:1][C:2]1[CH:3]=[C:4]2[C:8](=[CH:9][CH:10]=1)[C@H:7]([C@H:11]([CH3:16])[C:12]([O:14][CH3:15])=[O:13])[CH2:6][CH2:5]2. The catalyst class is: 136.